This data is from Forward reaction prediction with 1.9M reactions from USPTO patents (1976-2016). The task is: Predict the product of the given reaction. (1) Given the reactants [CH3:1][C:2]1[S:3][C:4]2[C:14]([N:15]=1)=[CH:13][C:7]1[CH2:8][CH2:9][NH:10][CH2:11][CH2:12][C:6]=1[CH:5]=2.[Cl:16][CH2:17][CH2:18][CH2:19][S:20][C:21]1[N:25]([CH3:26])[C:24]([C:27]2[O:31][CH:30]=[N:29][C:28]=2[CH3:32])=[N:23][N:22]=1, predict the reaction product. The product is: [ClH:16].[CH3:1][C:2]1[S:3][C:4]2[C:14]([N:15]=1)=[CH:13][C:7]1[CH2:8][CH2:9][N:10]([CH2:17][CH2:18][CH2:19][S:20][C:21]3[N:25]([CH3:26])[C:24]([C:27]4[O:31][CH:30]=[N:29][C:28]=4[CH3:32])=[N:23][N:22]=3)[CH2:11][CH2:12][C:6]=1[CH:5]=2. (2) Given the reactants [NH2:1][CH:2]([C:9]1[CH:14]=[CH:13][CH:12]=[CH:11][CH:10]=1)[C:3]1[CH:8]=[CH:7][CH:6]=[CH:5][CH:4]=1.Cl[CH2:16]/[CH:17]=[CH:18]\[CH2:19]Cl, predict the reaction product. The product is: [CH:2]([N:1]1[CH2:19][CH:18]=[CH:17][CH2:16]1)([C:3]1[CH:8]=[CH:7][CH:6]=[CH:5][CH:4]=1)[C:9]1[CH:14]=[CH:13][CH:12]=[CH:11][CH:10]=1. (3) Given the reactants [OH:1][CH2:2][CH2:3][N:4]([CH2:18][CH2:19][C:20]1[CH:25]=[CH:24][CH:23]=[CH:22][CH:21]=1)[C:5](=[O:17])[NH:6][C@@H:7]([CH2:13][CH:14]([CH3:16])[CH3:15])[C:8]([O:10]CC)=[O:9].[OH-].[Li+].C(O)(=O)CC(CC(O)=O)(C(O)=O)O, predict the reaction product. The product is: [OH:1][CH2:2][CH2:3][N:4]([CH2:18][CH2:19][C:20]1[CH:21]=[CH:22][CH:23]=[CH:24][CH:25]=1)[C:5](=[O:17])[NH:6][C@@H:7]([CH2:13][CH:14]([CH3:15])[CH3:16])[C:8]([OH:10])=[O:9]. (4) Given the reactants [NH:1]1[CH2:6][CH2:5][CH2:4][C@H:3]([CH2:7][NH:8][C:9](=[O:15])[O:10][C:11]([CH3:14])([CH3:13])[CH3:12])[CH2:2]1.[CH3:16]N(C[C@H]1CCCN1)C(=O)OC(C)(C)C, predict the reaction product. The product is: [CH3:16][N:8]([CH2:7][C@H:3]1[CH2:4][CH2:5][CH2:6][NH:1][CH2:2]1)[C:9](=[O:15])[O:10][C:11]([CH3:12])([CH3:14])[CH3:13]. (5) Given the reactants C(O[CH:4](OCC)[CH2:5][NH:6][CH2:7][C:8]1[CH:13]=[CH:12][CH:11]=[C:10]([O:14][CH2:15][CH3:16])[C:9]=1[OH:17])C.[N+:21]([C:24]1[C:25]([OH:34])=[C:26]([O:32][CH3:33])[CH:27]=[C:28]([CH:31]=1)[CH:29]=O)([O-:23])=[O:22].Cl, predict the reaction product. The product is: [CH2:15]([O:14][C:10]1[C:9]([OH:17])=[C:8]2[C:13]([C:4]([CH2:29][C:28]3[CH:31]=[C:24]([N+:21]([O-:23])=[O:22])[C:25]([OH:34])=[C:26]([O:32][CH3:33])[CH:27]=3)=[CH:5][N:6]=[CH:7]2)=[CH:12][CH:11]=1)[CH3:16].